This data is from Catalyst prediction with 721,799 reactions and 888 catalyst types from USPTO. The task is: Predict which catalyst facilitates the given reaction. (1) Reactant: [C:1]1([C:22]2[CH:27]=[CH:26][CH:25]=[CH:24][CH:23]=2)[CH:6]=[CH:5][C:4]([CH2:7][O:8][C:9]([NH:11][C:12]2[CH:21]=[CH:20][CH:19]=[CH:18][C:13]=2[C:14]([O:16]C)=[O:15])=[O:10])=[CH:3][CH:2]=1.[OH-].[Na+]. Product: [C:1]1([C:22]2[CH:27]=[CH:26][CH:25]=[CH:24][CH:23]=2)[CH:2]=[CH:3][C:4]([CH2:7][O:8][C:9]([NH:11][C:12]2[CH:21]=[CH:20][CH:19]=[CH:18][C:13]=2[C:14]([OH:16])=[O:15])=[O:10])=[CH:5][CH:6]=1. The catalyst class is: 12. (2) Reactant: CS(C)=O.C(Cl)(=O)C(Cl)=O.[OH:11][CH2:12][C:13]1([C:18]([O:20][C:21]([CH3:24])([CH3:23])[CH3:22])=[O:19])[CH2:17][CH2:16][CH2:15][CH2:14]1.C(N(CC)C(C)C)(C)C.Cl. Product: [CH:12]([C:13]1([C:18]([O:20][C:21]([CH3:24])([CH3:23])[CH3:22])=[O:19])[CH2:17][CH2:16][CH2:15][CH2:14]1)=[O:11]. The catalyst class is: 2. (3) Reactant: [CH3:1][CH:2]1[CH2:7][CH2:6][NH:5][CH2:4][CH2:3]1.CS(O[CH:13]([CH3:37])[CH2:14][O:15][C:16]1[CH:21]=[CH:20][C:19]([C:22]#[C:23][C:24]2[CH:29]=[CH:28][C:27]([C:30]3[CH:35]=[CH:34][C:33]([Cl:36])=[CH:32][CH:31]=3)=[CH:26][N:25]=2)=[CH:18][CH:17]=1)(=O)=O. Product: [Cl:36][C:33]1[CH:34]=[CH:35][C:30]([C:27]2[CH:28]=[CH:29][C:24]([C:23]#[C:22][C:19]3[CH:18]=[CH:17][C:16]([O:15][CH2:14][CH:13]([N:5]4[CH2:6][CH2:7][CH:2]([CH3:1])[CH2:3][CH2:4]4)[CH3:37])=[CH:21][CH:20]=3)=[N:25][CH:26]=2)=[CH:31][CH:32]=1. The catalyst class is: 3. (4) Reactant: [CH2:1]([N:3]1[C:7]([NH:8]C(=O)C(F)(F)F)=[CH:6][C:5]([CH2:15][C:16](=[O:22])[N:17]2[CH2:21][CH2:20][CH2:19][CH2:18]2)=[N:4]1)[CH3:2].Cl. Product: [CH2:1]([N:3]1[C:7]([NH2:8])=[CH:6][C:5]([CH2:15][C:16](=[O:22])[N:17]2[CH2:18][CH2:19][CH2:20][CH2:21]2)=[N:4]1)[CH3:2]. The catalyst class is: 5. (5) Reactant: [I:1][C:2]1[CH:3]=[CH:4][C:5]([OH:8])=[N:6][CH:7]=1.[CH3:9][C:10]([O-])(C)[CH3:11].[K+].C([O-])([O-])=O.[K+].[K+].IC(C)C. Product: [I:1][C:2]1[CH:3]=[CH:4][C:5](=[O:8])[N:6]([CH:10]([CH3:11])[CH3:9])[CH:7]=1. The catalyst class is: 149. (6) Reactant: [F:1][C:2]1[CH:25]=[CH:24][CH:23]=[C:22]([F:26])[C:3]=1[CH2:4][O:5][C:6]1[C:7]2[N:8]([C:13]([C:17]3[CH:18]=[N:19][NH:20][CH:21]=3)=[C:14]([CH3:16])[N:15]=2)[CH:9]=[C:10]([CH3:12])[CH:11]=1.C(=O)([O-])[O-].[Cs+].[Cs+].FC(F)(F)S(O[CH2:39][C:40]([CH3:45])([N+:42]([O-:44])=[O:43])[CH3:41])(=O)=O. Product: [F:1][C:2]1[CH:25]=[CH:24][CH:23]=[C:22]([F:26])[C:3]=1[CH2:4][O:5][C:6]1[C:7]2[N:8]([C:13]([C:17]3[CH:21]=[N:20][N:19]([CH2:39][C:40]([CH3:45])([N+:42]([O-:44])=[O:43])[CH3:41])[CH:18]=3)=[C:14]([CH3:16])[N:15]=2)[CH:9]=[C:10]([CH3:12])[CH:11]=1. The catalyst class is: 3.